From a dataset of Acute oral toxicity (LD50) regression data from Zhu et al.. Regression/Classification. Given a drug SMILES string, predict its toxicity properties. Task type varies by dataset: regression for continuous values (e.g., LD50, hERG inhibition percentage) or binary classification for toxic/non-toxic outcomes (e.g., AMES mutagenicity, cardiotoxicity, hepatotoxicity). Dataset: ld50_zhu. (1) The drug is CCc1cnc(C(=O)O)c(C(=O)O)c1. The rat oral LD50 is 1.76, given as -log10 of the dose in mol/kg body weight (higher means more acutely toxic). (2) The drug is Clc1ccc(Cc2ccc(Cl)cc2)cc1. The rat oral LD50 is 2.38, given as -log10 of the dose in mol/kg body weight (higher means more acutely toxic).